This data is from Forward reaction prediction with 1.9M reactions from USPTO patents (1976-2016). The task is: Predict the product of the given reaction. Given the reactants [CH3:1][O:2][CH2:3][C:4](Cl)=[O:5].[O:7]1[C:15]2[C:10](=[N:11][CH:12]=[CH:13][CH:14]=2)[N:9]=[C:8]1[C:16]1[C:17]([NH2:33])=[N:18][CH:19]=[C:20]([C:22]2[CH:23]=[N:24][N:25]([CH:27]3[CH2:32][CH2:31][NH:30][CH2:29][CH2:28]3)[CH:26]=2)[CH:21]=1.C(N(CC)CC)C, predict the reaction product. The product is: [NH2:33][C:17]1[N:18]=[CH:19][C:20]([C:22]2[CH:23]=[N:24][N:25]([CH:27]3[CH2:32][CH2:31][N:30]([C:4](=[O:5])[CH2:3][O:2][CH3:1])[CH2:29][CH2:28]3)[CH:26]=2)=[CH:21][C:16]=1[C:8]1[O:7][C:15]2[C:10]([N:9]=1)=[N:11][CH:12]=[CH:13][CH:14]=2.